Binary Classification. Given a miRNA mature sequence and a target amino acid sequence, predict their likelihood of interaction. From a dataset of Experimentally validated miRNA-target interactions with 360,000+ pairs, plus equal number of negative samples. (1) The miRNA is hsa-miR-1285-3p with sequence UCUGGGCAACAAAGUGAGACCU. The protein sequence of the target gene is MVLIKEFRVVLPCSVQEYQVGQLYSVAEASKNETGGGEGIEVLKNEPYEKDGEKGQYTHKIYHLKSKVPAFVRMIAPEGSLVFHEKAWNAYPYCRTIVTNEYMKDDFFIKIETWHKPDLGTLENVHGLDPNTWKTVEIVHIDIADRSQVEPADYKADEDPALFQSVKTKRGPLGPNWKKELANSPDCPQMCAYKLVTIKFKWWGLQSKVENFIQKQEKRIFTNFHRQLFCWIDKWIDLTMEDIRRMEDETQKELETMRKRGSVRGTSAADV. Result: 0 (no interaction). (2) The miRNA is rno-let-7c-5p with sequence UGAGGUAGUAGGUUGUAUGGUU. The protein sequence of the target gene is MPCIQAQYGTPATSPGPRDHLTGDPLALEFSKPTMDLASPETAPTAPATLPSFSTFMDGGYTGEFDTFLYQLPGTAQPCSSASSTSSSSSSATSPASASFKFEDFQVYGCYPGTLSGPLDETLSSSGSDYYGSPCSAPSPPTPNFQPSQLSPWDGSFGHFSPSQTYEGLRVWTEQLPKASGPPPPPTFFSFSPPTGPSPSLAQSSLKLFPAPATHQLGEGESYSVPAAFPGLAPTSPNCDTSGILDAPVTSTKARSGSSGGSEGRCAVCGDNASCQHYGVRTCEGCKGFFKRTVQKSAKY.... Result: 0 (no interaction). (3) The miRNA is hsa-miR-200c-3p with sequence UAAUACUGCCGGGUAAUGAUGGA. The protein sequence of the target gene is MAVADLALIPDVDIDSDGVFKYVLIRVHSAPRSGAPAAESKEIVRGYKWAEYHADIYDKVSGDMQKQGCDCECLGGGRISHQSQDKKIHVYGYSMAYGPAQHAISTEKIKAKYPDYEVTWANDGY. Result: 0 (no interaction). (4) The miRNA is hsa-let-7f-1-3p with sequence CUAUACAAUCUAUUGCCUUCCC. The protein sequence of the target gene is MMSMNSKQPHFAMHPTLPEHKYPSLHSSSEAIRRACLPTPPLQSNLFASLDETLLARAEALAAVDIAVSQGKSHPFKPDATYHTMNSVPCTSTSTVPLAHHHHHHHHHQALEPGDLLDHISSPSLALMAGAGGAGAAGGGGGAHDGPGGGGGPGGGGGPGGGGPGGGGGGGGPGGGGGGPGGGLLGGSAHPHPHMHGLGHLSHPAAAAAMNMPSGLPHPGLVAAAAHHGAAAAAAAAAAGQVAAASAAAAVVGAAGLASICDSDTDPRELEAFAERFKQRRIKLGVTQADVGSALANLKI.... Result: 0 (no interaction). (5) The miRNA is mmu-miR-876-5p with sequence UGGAUUUCUCUGUGAAUCACUA. The protein sequence of the target gene is MRRSGTALSFLWTERVREPVDSGVAPVSPLGGGVILRRFSGTLLLPPLSSRLGSSGEAESAAHVVFTIGTQGTQRNLGSAQSSFDLENGLPGGKGLLDAQSGPSLGRALQPPVHHVQRRESFLYRSDSDHEPSPKAVSRTSSAASDLHGEDMIVTPFAQVLASLRTVRNNVAALAHGPGSATRQVLLGTPPHSSQQAAPTEDSGLQLVQETLEELDWCLEQLETLQTRRSVGEMASNKFKRMLNRELSYLSETSRSGNQVSEYISQTFLDQQAEVELPQPPTEDDPWPMAQITELRRSSH.... Result: 1 (interaction). (6) The miRNA is hsa-miR-6779-5p with sequence CUGGGAGGGGCUGGGUUUGGC. The protein sequence of the target gene is MAGPGPGAVLESPRQLLGRVRFLAEAARSLRAGRPLPAALAFVPREVLYKLYKDPAGPSRVLLPVWEAEGLGLRVGAAGPAPGTGSGPLRAARDSIELRRGACVRTTGEELCNGHGLWVKLTKEQLAEHLGDCGLQEGWLLVCRPAEGGARLVPIDTPNHLQRQQQLFGVDYRPVLRWEQVVDLTYSHRLGSRPQPAEAYAEAVQRLLYVPPTWTYECDEDLIHFLYDHLGKEDENLGSVKQYVESIDVSSYTEEFNVSCLTDSNADTYWESDGSQCQHWVRLTMKKGTIVKKLLLTVDT.... Result: 1 (interaction).